From a dataset of Reaction yield outcomes from USPTO patents with 853,638 reactions. Predict the reaction yield, written as a fraction of the theoretical maximum amount of product (1.0 means a 100% yield; for example, 0.34 means a 34% yield). (1) The reactants are [CH3:1][O:2][C:3]1[CH:4]=[C:5]2[C:9](=[CH:10][CH:11]=1)[NH:8][CH:7]=[C:6]2[CH2:12][CH2:13][NH2:14].[C:15]1([C:24]2[CH:29]=[CH:28][CH:27]=[CH:26][CH:25]=2)[CH:20]=[CH:19][C:18]([C:21](Cl)=[O:22])=[CH:17][CH:16]=1.C(N(CC)CC)C. The catalyst is ClCCl. The product is [CH3:1][O:2][C:3]1[CH:4]=[C:5]2[C:9](=[CH:10][CH:11]=1)[NH:8][CH:7]=[C:6]2[CH2:12][CH2:13][NH:14][C:21]([C:18]1[CH:19]=[CH:20][C:15]([C:24]2[CH:25]=[CH:26][CH:27]=[CH:28][CH:29]=2)=[CH:16][CH:17]=1)=[O:22]. The yield is 0.640. (2) The reactants are [CH3:1][C:2]([NH:17][CH2:18][C:19]([N:21]1[CH2:25][CH2:24][CH2:23][C@H:22]1[C:26]#[N:27])=[O:20])([CH3:16])[CH2:3][CH2:4][N:5]1[CH:9]=[C:8]([C:10]2[CH:11]=[N:12][CH:13]=[CH:14][CH:15]=2)[N:7]=[CH:6]1.[C:28]([OH:35])(=[O:34])/[CH:29]=[CH:30]/[C:31]([OH:33])=[O:32]. The catalyst is C(O)(C)C. The product is [C:28]([OH:35])(=[O:34])/[CH:29]=[CH:30]/[C:31]([OH:33])=[O:32].[CH3:16][C:2]([NH:17][CH2:18][C:19]([N:21]1[CH2:25][CH2:24][CH2:23][C@H:22]1[C:26]#[N:27])=[O:20])([CH3:1])[CH2:3][CH2:4][N:5]1[CH:9]=[C:8]([C:10]2[CH:11]=[N:12][CH:13]=[CH:14][CH:15]=2)[N:7]=[CH:6]1. The yield is 0.870. (3) The reactants are C([O:4][C:5]1[CH:6]=[C:7]2[C:12](=[CH:13][C:14]=1[O:15][CH3:16])[N:11]=[CH:10][N:9]=[C:8]2[Cl:17])(=O)C. The catalyst is N. The product is [Cl:17][C:8]1[C:7]2[C:12](=[CH:13][C:14]([O:15][CH3:16])=[C:5]([OH:4])[CH:6]=2)[N:11]=[CH:10][N:9]=1. The yield is 0.678. (4) The reactants are [Br:1][C:2]1[C:7]2[N:8]=[C:9]([C:11]3[C:12](=[O:28])[NH:13][CH:14]=[CH:15][C:16]=3[NH:17][CH2:18][C@H:19]([C:21]3[CH:26]=[CH:25][CH:24]=[C:23]([Cl:27])[CH:22]=3)[OH:20])[NH:10][C:6]=2[CH:5]=[C:4]([CH:29]=O)[CH:3]=1.[NH:31]1[CH2:36][CH2:35][O:34][CH2:33][CH2:32]1.[BH3-]C#N.[Na+]. The catalyst is CO. The product is [Br:1][C:2]1[C:7]2[N:8]=[C:9]([C:11]3[C:12](=[O:28])[NH:13][CH:14]=[CH:15][C:16]=3[NH:17][CH2:18][C@H:19]([C:21]3[CH:26]=[CH:25][CH:24]=[C:23]([Cl:27])[CH:22]=3)[OH:20])[NH:10][C:6]=2[CH:5]=[C:4]([CH2:29][N:31]2[CH2:36][CH2:35][O:34][CH2:33][CH2:32]2)[CH:3]=1. The yield is 0.450. (5) The reactants are C([O:3][C:4](=[O:34])[CH2:5][NH:6][C:7](=[O:33])[C:8]1[CH:13]=[CH:12][CH:11]=[C:10]([C:14]2[CH:19]=[C:18]([NH:20][CH2:21][CH2:22][C:23]3[CH:28]=[CH:27][C:26]([Cl:29])=[CH:25][C:24]=3[Cl:30])[N:17]=[C:16]([O:31][CH3:32])[N:15]=2)[CH:9]=1)C.[OH-].[Li+].Cl. The catalyst is C1COCC1.CO.O. The product is [Cl:30][C:24]1[CH:25]=[C:26]([Cl:29])[CH:27]=[CH:28][C:23]=1[CH2:22][CH2:21][NH:20][C:18]1[N:17]=[C:16]([O:31][CH3:32])[N:15]=[C:14]([C:10]2[CH:9]=[C:8]([CH:13]=[CH:12][CH:11]=2)[C:7]([NH:6][CH2:5][C:4]([OH:34])=[O:3])=[O:33])[CH:19]=1. The yield is 0.430. (6) The reactants are [NH:1]1[C:11]2[C:6](=[CH:7][CH:8]=[CH:9][CH:10]=2)[C:4](=O)[C:2]1=[O:3].[C:12]12([C:22]([NH:24][NH2:25])=[O:23])[CH2:21][CH:16]3[CH2:17][CH:18]([CH2:20][CH:14]([CH2:15]3)[CH2:13]1)[CH2:19]2. No catalyst specified. The product is [CH2:2]([N:1]1[C:11]2[C:6](=[CH:7][CH:8]=[CH:9][CH:10]=2)/[C:4](=[N:25]/[NH:24][C:22]([C:12]23[CH2:21][CH:16]4[CH2:15][CH:14]([CH2:20][CH:18]([CH2:17]4)[CH2:19]2)[CH2:13]3)=[O:23])/[C:2]1=[O:3])[CH2:4][CH2:6][CH2:7][CH2:8][CH3:9]. The yield is 0.590. (7) The reactants are [S:1]1[C:5]2[CH:6]=[C:7]([C:10]([OH:12])=O)[CH:8]=[CH:9][C:4]=2[N:3]=[CH:2]1.[CH2:13]1[C@H:22]2[C@H:17]([CH2:18][CH2:19][C:20]3[CH:26]=[CH:25][CH:24]=[CH:23][C:21]=32)[NH:16][CH2:15][CH2:14]1.F[P-](F)(F)(F)(F)F.N1(OC(N(C)C)=[N+](C)C)C2N=CC=CC=2N=N1. No catalyst specified. The product is [S:1]1[C:5]2[CH:6]=[C:7]([C:10]([N:16]3[C@@H:17]4[C@@H:22]([C:21]5[CH:23]=[CH:24][CH:25]=[CH:26][C:20]=5[CH2:19][CH2:18]4)[CH2:13][CH2:14][CH2:15]3)=[O:12])[CH:8]=[CH:9][C:4]=2[N:3]=[CH:2]1. The yield is 0.240. (8) The reactants are Cl[C:2]1[N:3]=[CH:4][C:5]2[CH2:12][N:11]([C:13](=[O:15])[CH3:14])[C:10]3[CH:16]=[CH:17][CH:18]=[CH:19][C:9]=3[CH:8]=[CH:7][C:6]=2[CH:20]=1.[C:21]1(B(O)O)[CH:26]=[CH:25][CH:24]=[CH:23][CH:22]=1.C(N1C2C=CC=CC=2C=CC2N=C(C3C=NC(OC)=CC=3)C(F)=CC=2C1)(=O)C. No catalyst specified. The product is [C:13]([N:11]1[C:10]2[CH:16]=[CH:17][CH:18]=[CH:19][C:9]=2[CH:8]=[CH:7][C:6]2[CH:20]=[C:2]([C:21]3[CH:26]=[CH:25][CH:24]=[CH:23][CH:22]=3)[N:3]=[CH:4][C:5]=2[CH2:12]1)(=[O:15])[CH3:14]. The yield is 0.470. (9) The reactants are [CH3:1][O:2][C:3]1[CH:9]=[CH:8][C:6]([NH2:7])=[CH:5][CH:4]=1.[ClH:10].[N:11]([O-])=O.[Na+].C([O-])(=O)C.[Na+].ClCC(=O)[CH2:23][C:24]([O:26][CH2:27][CH3:28])=[O:25]. The catalyst is O.C(OCC)(=O)C. The product is [CH2:27]([O:26][C:24](=[O:25])[C:23]([Cl:10])=[N:11][NH:7][C:6]1[CH:8]=[CH:9][C:3]([O:2][CH3:1])=[CH:4][CH:5]=1)[CH3:28]. The yield is 0.740.